From a dataset of Reaction yield outcomes from USPTO patents with 853,638 reactions. Predict the reaction yield, written as a fraction of the theoretical maximum amount of product (1.0 means a 100% yield; for example, 0.34 means a 34% yield). (1) The reactants are [C:1]1([C@H:7]2[NH:11][C@@H:10]([CH2:12][OH:13])[CH2:9][CH2:8]2)[CH:6]=[CH:5][CH:4]=[CH:3][CH:2]=1.CCN(CC)CC.[CH3:21][Si:22](Cl)([CH3:24])[CH3:23].O. The catalyst is C(Cl)Cl. The product is [C:1]1([C@H:7]2[CH2:8][CH2:9][C@@H:10]([CH2:12][O:13][Si:22]([CH3:24])([CH3:23])[CH3:21])[NH:11]2)[CH:2]=[CH:3][CH:4]=[CH:5][CH:6]=1. The yield is 0.890. (2) The reactants are Br[C:2]1[CH:3]=[CH:4][C:5]([N:10]2[CH2:32][CH2:31][C:13]3[N:14]=[CH:15][N:16]=[C:17]([NH:18][C@@H:19]([C:21]4[CH:22]=[N:23][C:24]([C:27]([F:30])([F:29])[F:28])=[CH:25][CH:26]=4)[CH3:20])[C:12]=3[CH2:11]2)=[C:6]([CH:9]=1)[C:7]#[N:8].[CH3:33]B(O)O.P([O-])([O-])([O-])=O.[K+].[K+].[K+].C1(P(C2CCCCC2)C2CCCCC2)CCCCC1. The catalyst is C([O-])(=O)C.[Pd+2].C([O-])(=O)C.O.C1(C)C=CC=CC=1. The product is [CH3:33][C:2]1[CH:3]=[CH:4][C:5]([N:10]2[CH2:32][CH2:31][C:13]3[N:14]=[CH:15][N:16]=[C:17]([NH:18][C@@H:19]([C:21]4[CH:22]=[N:23][C:24]([C:27]([F:30])([F:29])[F:28])=[CH:25][CH:26]=4)[CH3:20])[C:12]=3[CH2:11]2)=[C:6]([CH:9]=1)[C:7]#[N:8]. The yield is 0.690. (3) The reactants are CO[CH:3]([O:6]C)[CH2:4][NH2:5].[CH:8]1[C:17]2[C:12](=[CH:13][CH:14]=[CH:15][CH:16]=2)[CH:11]=[CH:10][C:9]=1[C:18](Cl)=[O:19]. The catalyst is O1CCOCC1. The product is [OH:6][CH2:3][CH2:4][NH:5][C:18]([C:9]1[CH:10]=[CH:11][C:12]2[C:17](=[CH:16][CH:15]=[CH:14][CH:13]=2)[CH:8]=1)=[O:19]. The yield is 1.00. (4) The reactants are [Cl:1][C:2]1[N:3]=[CH:4][C:5]2=[C:6]([NH:8][C:9](=[O:20])/[C:10]/2=[CH:11]\[C:12]2[CH:17]=[CH:16][CH:15]=[C:14]([Cl:18])[C:13]=2[F:19])[N:7]=1.[Li+].[OH-].[CH3:23][C:24]([CH3:48])([CH3:47])[CH2:25]/[CH:26]=[N:27]/[CH2:28][C:29]([NH:31][C:32]1[CH:44]=[CH:43][C:35]([O:36][CH2:37][CH2:38][O:39]C(=O)C)=[CH:34][C:33]=1[O:45][CH3:46])=[O:30].[OH-].[Na+]. The catalyst is O1CCCC1.O. The product is [Cl:1][C:2]1[N:3]=[CH:4][C:5]2[C:10]3([CH:11]([C:12]4[CH:17]=[CH:16][CH:15]=[C:14]([Cl:18])[C:13]=4[F:19])[CH:28]([C:29]([NH:31][C:32]4[CH:44]=[CH:43][C:35]([O:36][CH2:37][CH2:38][OH:39])=[CH:34][C:33]=4[O:45][CH3:46])=[O:30])[NH:27][CH:26]3[CH2:25][C:24]([CH3:48])([CH3:47])[CH3:23])[C:9](=[O:20])[NH:8][C:6]=2[N:7]=1. The yield is 0.0400. (5) The reactants are [CH2:1]([O:8][C:9]([NH:11][C@@H:12]([CH2:16][CH2:17][NH:18][CH:19]1[CH2:24][CH2:23][N:22]([C:25]([O:27][C:28]([CH3:31])([CH3:30])[CH3:29])=[O:26])[CH2:21][C:20]1([CH3:33])[CH3:32])[C:13]([OH:15])=O)=[O:10])[C:2]1[CH:7]=[CH:6][CH:5]=[CH:4][CH:3]=1.CCN(C(C)C)C(C)C.CN(C(ON1N=NC2C=CC=CC1=2)=[N+](C)C)C.F[P-](F)(F)(F)(F)F.[OH-].[Na+]. The catalyst is CN(C=O)C.CCOC(C)=O. The product is [CH2:1]([O:8][C:9]([NH:11][C@H:12]1[CH2:16][CH2:17][N:18]([CH:19]2[CH2:24][CH2:23][N:22]([C:25]([O:27][C:28]([CH3:30])([CH3:29])[CH3:31])=[O:26])[CH2:21][C:20]2([CH3:33])[CH3:32])[C:13]1=[O:15])=[O:10])[C:2]1[CH:7]=[CH:6][CH:5]=[CH:4][CH:3]=1. The yield is 0.230. (6) The reactants are Cl[C:2]1[N:7]=[C:6]([NH:8][C:9]2[CH:18]=[CH:17][CH:16]=[CH:15][C:10]=2[O:11][CH2:12][C:13]#[N:14])[C:5]([Cl:19])=[CH:4][N:3]=1.[NH2:20][C:21]1[C:22]([O:34][CH3:35])=[CH:23][C:24]2[N:30]([CH3:31])[C:29](=[O:32])[O:28][CH2:27][CH2:26][C:25]=2[CH:33]=1. No catalyst specified. The product is [Cl:19][C:5]1[C:6]([NH:8][C:9]2[CH:18]=[CH:17][CH:16]=[CH:15][C:10]=2[O:11][CH2:12][C:13]#[N:14])=[N:7][C:2]([NH:20][C:21]2[C:22]([O:34][CH3:35])=[CH:23][C:24]3[N:30]([CH3:31])[C:29](=[O:32])[O:28][CH2:27][CH2:26][C:25]=3[CH:33]=2)=[N:3][CH:4]=1. The yield is 0.500. (7) The reactants are Br[C:2]1[CH:7]=[CH:6][C:5]([S:8]([N:11]2[CH2:15][CH2:14][CH2:13][CH2:12]2)(=[O:10])=[O:9])=[C:4]([C:16]([F:19])([F:18])[F:17])[CH:3]=1.[C:20]([C:22]1[N:26]([CH3:27])[C:25](B(O)O)=[CH:24][CH:23]=1)#[N:21].[F-].[K+]. The catalyst is C1C=CC(/C=C/C(/C=C/C2C=CC=CC=2)=O)=CC=1.C1C=CC(/C=C/C(/C=C/C2C=CC=CC=2)=O)=CC=1.C1C=CC(/C=C/C(/C=C/C2C=CC=CC=2)=O)=CC=1.[Pd].[Pd].C(P(C(C)(C)C)C(C)(C)C)(C)(C)C. The product is [CH3:27][N:26]1[C:25]([C:2]2[CH:7]=[CH:6][C:5]([S:8]([N:11]3[CH2:15][CH2:14][CH2:13][CH2:12]3)(=[O:10])=[O:9])=[C:4]([C:16]([F:19])([F:18])[F:17])[CH:3]=2)=[CH:24][CH:23]=[C:22]1[C:20]#[N:21]. The yield is 0.540.